From a dataset of Retrosynthesis with 50K atom-mapped reactions and 10 reaction types from USPTO. Predict the reactants needed to synthesize the given product. Given the product C[C@@H](c1c[nH]c2ccccc12)[C@@H](NC(=O)N1CCN(C(=O)C2CCCCC2)CC1)C(=O)Nc1cccc(CN(C)C)c1, predict the reactants needed to synthesize it. The reactants are: C[C@@H](c1c[nH]c2ccccc12)[C@@H](NC(=O)N1CCNCC1)C(=O)Nc1cccc(CN(C)C)c1.O=C(O)C1CCCCC1.